Dataset: Ames mutagenicity test results for genotoxicity prediction. Task: Regression/Classification. Given a drug SMILES string, predict its toxicity properties. Task type varies by dataset: regression for continuous values (e.g., LD50, hERG inhibition percentage) or binary classification for toxic/non-toxic outcomes (e.g., AMES mutagenicity, cardiotoxicity, hepatotoxicity). Dataset: ames. (1) The compound is CCCCC(CC)COC(=O)CCCCC(=O)OCC(CC)CCCC. The result is 0 (non-mutagenic). (2) The molecule is CC(=O)Nc1ccc2[nH]c3c(C)c4ccncc4c(C)c3c2c1. The result is 0 (non-mutagenic). (3) The drug is O=CN(O)c1ccc([N+](=O)[O-])cc1. The result is 1 (mutagenic).